Dataset: Forward reaction prediction with 1.9M reactions from USPTO patents (1976-2016). Task: Predict the product of the given reaction. (1) The product is: [OH:8][CH2:9][C@@H:10]1[CH2:14][C:13]([CH3:15])=[CH:12][N:11]1[C:16]([C:18]1[CH:23]=[C:22]([O:24][CH3:25])[C:21]([O:26][Si:27]([CH:31]([CH3:32])[CH3:33])([CH:34]([CH3:35])[CH3:36])[CH:28]([CH3:30])[CH3:29])=[CH:20][C:19]=1[NH:37][C:38]([O:40][CH2:41][C:42]1[CH:43]=[CH:44][C:45]([NH:48][NH:49][CH:50]([CH3:66])[C:51]([NH:53][CH:54]([CH:63]([CH3:65])[CH3:64])[C:55](=[O:62])[C:56]([O:58][CH2:59][CH:60]=[CH2:61])=[O:57])=[O:52])=[CH:46][CH:47]=1)=[O:39])=[O:17]. Given the reactants [Si]([O:8][CH2:9][C@@H:10]1[CH2:14][C:13]([CH3:15])=[CH:12][N:11]1[C:16]([C:18]1[CH:23]=[C:22]([O:24][CH3:25])[C:21]([O:26][Si:27]([CH:34]([CH3:36])[CH3:35])([CH:31]([CH3:33])[CH3:32])[CH:28]([CH3:30])[CH3:29])=[CH:20][C:19]=1[NH:37][C:38]([O:40][CH2:41][C:42]1[CH:47]=[CH:46][C:45]([NH:48][NH:49][CH:50]([CH3:66])[C:51]([NH:53][CH:54]([CH:63]([CH3:65])[CH3:64])[C:55](=[O:62])[C:56]([O:58][CH2:59][CH:60]=[CH2:61])=[O:57])=[O:52])=[CH:44][CH:43]=1)=[O:39])=[O:17])(C(C)(C)C)(C)C, predict the reaction product. (2) Given the reactants [C:1]([C:3]1[CH:4]=[C:5]2[C:9](=[CH:10][CH:11]=1)[N:8]([CH2:12][C:13]1[CH:18]=[CH:17][CH:16]=[C:15]([O:19][C:20]([F:23])([F:22])[F:21])[CH:14]=1)[C:7]([C:24]([OH:26])=O)=[CH:6]2)#[N:2].[NH2:27][CH:28]([CH:31]1[CH2:36][CH2:35][O:34][CH2:33][CH2:32]1)[CH2:29][OH:30], predict the reaction product. The product is: [OH:30][CH2:29][CH:28]([NH:27][C:24]([C:7]1[N:8]([CH2:12][C:13]2[CH:18]=[CH:17][CH:16]=[C:15]([O:19][C:20]([F:23])([F:21])[F:22])[CH:14]=2)[C:9]2[C:5]([CH:6]=1)=[CH:4][C:3]([C:1]#[N:2])=[CH:11][CH:10]=2)=[O:26])[CH:31]1[CH2:36][CH2:35][O:34][CH2:33][CH2:32]1.